From a dataset of Catalyst prediction with 721,799 reactions and 888 catalyst types from USPTO. Predict which catalyst facilitates the given reaction. (1) Reactant: Br[C:2]1[CH:3]=[C:4]2[C:9](=[CH:10][CH:11]=1)[N:8]=[C:7]([NH:12][CH2:13][CH2:14][N:15]1[CH2:20][CH2:19][O:18][CH2:17][CH2:16]1)[N:6]=[CH:5]2.[CH3:21][N:22]([CH2:24][C:25]1[CH:30]=[CH:29][CH:28]=[CH:27][C:26]=1B(O)O)[CH3:23].C([O-])([O-])=O.[Na+].[Na+].B(O)O. Product: [CH3:21][N:22]([CH2:24][C:25]1[CH:30]=[CH:29][CH:28]=[CH:27][C:26]=1[C:2]1[CH:3]=[C:4]2[C:9](=[CH:10][CH:11]=1)[N:8]=[C:7]([NH:12][CH2:13][CH2:14][N:15]1[CH2:20][CH2:19][O:18][CH2:17][CH2:16]1)[N:6]=[CH:5]2)[CH3:23]. The catalyst class is: 57. (2) Reactant: CC(C1C=C(C(C)C)C(C2C=CC=CC=2P(C2CCCCC2)C2CCCCC2)=C(C(C)C)C=1)C.Cl[C:36]1[CH:37]=[CH:38][C:39]2[N:45]3[CH2:46][C@H:42]([CH2:43][CH2:44]3)[N:41]([C:47]([NH:49][C:50]3[CH:55]=[N:54][CH:53]=[CH:52][N:51]=3)=[O:48])[C:40]=2[N:56]=1.[F:57][C:58]1[C:59]([C:73]#[N:74])=[N:60][CH:61]=[C:62](B2OC(C)(C)C(C)(C)O2)[CH:63]=1.P([O-])(O)(O)=O.[K+]. Product: [C:73]([C:59]1[N:60]=[CH:61][C:62]([C:36]2[CH:37]=[CH:38][C:39]3[N:45]4[CH2:46][C@H:42]([CH2:43][CH2:44]4)[N:41]([C:47]([NH:49][C:50]4[CH:55]=[N:54][CH:53]=[CH:52][N:51]=4)=[O:48])[C:40]=3[N:56]=2)=[CH:63][C:58]=1[F:57])#[N:74]. The catalyst class is: 488. (3) Reactant: [F:1][C:2]1[CH:3]=[C:4]2[C:8](=[CH:9][CH:10]=1)[N:7]([NH:11][C:12]([C:14]1[C:15]([CH3:27])=[N:16][C:17]([C:20]3[CH:25]=[CH:24][CH:23]=[C:22]([F:26])[CH:21]=3)=[N:18][CH:19]=1)=[O:13])[CH:6]=[CH:5]2.ClS([N:32]=[C:33]=[O:34])(=O)=O.[OH-].[Na+]. Product: [F:1][C:2]1[CH:3]=[C:4]2[C:8](=[CH:9][CH:10]=1)[N:7]([NH:11][C:12]([C:14]1[C:15]([CH3:27])=[N:16][C:17]([C:20]3[CH:25]=[CH:24][CH:23]=[C:22]([F:26])[CH:21]=3)=[N:18][CH:19]=1)=[O:13])[CH:6]=[C:5]2[C:33]([NH2:32])=[O:34]. The catalyst class is: 170. (4) Product: [CH2:1]([NH:8][C:9]([C:11]1[C:15]([CH:16]([CH3:18])[CH3:17])=[C:14]([CH2:19][OH:20])[N:13]([C:21]2[CH:26]=[CH:25][C:24]([F:27])=[CH:23][CH:22]=2)[N:12]=1)=[O:10])[C:2]1[CH:3]=[CH:4][CH:5]=[CH:6][CH:7]=1. The catalyst class is: 1. Reactant: [CH2:1]([NH:8][C:9]([C:11]1[C:15]([CH:16]([CH3:18])[CH3:17])=[C:14]([CH:19]=[O:20])[N:13]([C:21]2[CH:26]=[CH:25][C:24]([F:27])=[CH:23][CH:22]=2)[N:12]=1)=[O:10])[C:2]1[CH:7]=[CH:6][CH:5]=[CH:4][CH:3]=1.CO.[BH4-].[Na+]. (5) Reactant: Br[C:2]1[S:6][C:5]([C:7]2[CH:8]=[CH:9][C:10]([F:15])=[C:11]([CH:14]=2)[C:12]#[N:13])=[N:4][N:3]=1.[C:16]([Si:20]([CH3:41])([CH3:40])[O:21][C@@H:22]1[C:30]2[C:25](=[C:26](B3OC(C)(C)C(C)(C)O3)[CH:27]=[CH:28][CH:29]=2)[CH2:24][CH2:23]1)([CH3:19])([CH3:18])[CH3:17].C(=O)([O-])[O-].[K+].[K+]. Product: [Si:20]([O:21][C@@H:22]1[C:30]2[C:25](=[C:26]([C:2]3[S:6][C:5]([C:7]4[CH:8]=[CH:9][C:10]([F:15])=[C:11]([CH:14]=4)[C:12]#[N:13])=[N:4][N:3]=3)[CH:27]=[CH:28][CH:29]=2)[CH2:24][CH2:23]1)([C:16]([CH3:19])([CH3:18])[CH3:17])([CH3:41])[CH3:40]. The catalyst class is: 149. (6) Reactant: Cl[C:2]1[C:3]2[N:10]([CH3:11])[CH:9]=[CH:8][C:4]=2[N:5]=[CH:6][N:7]=1.[OH:12][C:13]1[CH:18]=[CH:17][C:16]([NH:19][C:20]([NH:22][C:23]2[CH:28]=[CH:27][CH:26]=[C:25]([C:29]([F:32])([F:31])[F:30])[CH:24]=2)=[O:21])=[C:15]([CH2:33][OH:34])[CH:14]=1.C(=O)([O-])[O-].[K+].[K+].CN1CCCC1=O. Product: [OH:34][CH2:33][C:15]1[CH:14]=[C:13]([O:12][C:2]2[C:3]3[N:10]([CH3:11])[CH:9]=[CH:8][C:4]=3[N:5]=[CH:6][N:7]=2)[CH:18]=[CH:17][C:16]=1[NH:19][C:20]([NH:22][C:23]1[CH:28]=[CH:27][CH:26]=[C:25]([C:29]([F:30])([F:31])[F:32])[CH:24]=1)=[O:21]. The catalyst class is: 6. (7) Reactant: Cl.Cl.[NH2:3][C@@H:4]([CH2:16][N:17]([CH3:19])[CH3:18])[CH2:5][C:6]([O:8][CH2:9][C:10]1[CH:15]=[CH:14][CH:13]=[CH:12][CH:11]=1)=[O:7].C(N(CC)CC)C.[Br:27][C:28]1[S:32][C:31]([S:33](Cl)(=[O:35])=[O:34])=[CH:30][CH:29]=1. Product: [Br:27][C:28]1[S:32][C:31]([S:33]([NH:3][C@@H:4]([CH2:16][N:17]([CH3:18])[CH3:19])[CH2:5][C:6]([O:8][CH2:9][C:10]2[CH:15]=[CH:14][CH:13]=[CH:12][CH:11]=2)=[O:7])(=[O:35])=[O:34])=[CH:30][CH:29]=1. The catalyst class is: 79.